Dataset: Full USPTO retrosynthesis dataset with 1.9M reactions from patents (1976-2016). Task: Predict the reactants needed to synthesize the given product. (1) The reactants are: [Cl:1][C:2]1[CH:9]=[CH:8][CH:7]=[CH:6][C:3]=1[CH:4]=[O:5].[CH3:10][O:11][C:12]1[CH:13]=[C:14]([CH:16]=[CH:17][C:18]=1[CH3:19])[NH2:15]. Given the product [NH2:15][C:14]1[CH:13]=[C:12]([O:11][CH3:10])[C:18]([CH3:19])=[CH:17][C:16]=1[C:4]([C:3]1[CH:6]=[CH:7][CH:8]=[CH:9][C:2]=1[Cl:1])=[O:5], predict the reactants needed to synthesize it. (2) Given the product [Cl:22][C:16]1[C:15]2[C:19](=[CH:20][CH:21]=[C:13]([C:6]([C:7]3[CH:12]=[CH:11][CH:10]=[CH:9][CH:8]=3)=[CH:5][C:4]([NH:40][CH3:39])=[O:3])[CH:14]=2)[NH:18][N:17]=1, predict the reactants needed to synthesize it. The reactants are: C([O:3][C:4](=O)[CH:5]=[C:6]([C:13]1[CH:14]=[C:15]2[C:19](=[CH:20][CH:21]=1)[NH:18][N:17]=[C:16]2[Cl:22])[C:7]1[CH:12]=[CH:11][CH:10]=[CH:9][CH:8]=1)C.C(OC(=O)C=C(C1C=CC=C2C=1C(C#N)=[CH:39][NH:40]2)C1C=CC=CC=1)C. (3) Given the product [CH2:12]([C:2]1[S:6][C:5]([CH:7]=[O:8])=[CH:4][CH:3]=1)[CH2:11][CH:10]=[CH2:9], predict the reactants needed to synthesize it. The reactants are: Br[C:2]1[S:6][C:5]([CH:7]=[O:8])=[CH:4][CH:3]=1.[CH2:9](B(O)O)[CH2:10][CH:11]=[CH2:12]. (4) The reactants are: [C:1]1([C:7]2[CH2:8][CH2:9][N:10]([CH2:13][CH2:14][CH2:15][C:16]3[NH:25][C:24](=[O:26])[C:23]4[C:18](=[C:19]([C:27]#[C:28][Si](C)(C)C)[CH:20]=[CH:21][CH:22]=4)[N:17]=3)[CH2:11][CH:12]=2)[CH:6]=[CH:5][CH:4]=[CH:3][CH:2]=1.C(=O)([O-])[O-].[K+].[K+]. Given the product [C:27]([C:19]1[CH:20]=[CH:21][CH:22]=[C:23]2[C:18]=1[N:17]=[C:16]([CH2:15][CH2:14][CH2:13][N:10]1[CH2:9][CH:8]=[C:7]([C:1]3[CH:6]=[CH:5][CH:4]=[CH:3][CH:2]=3)[CH2:12][CH2:11]1)[NH:25][C:24]2=[O:26])#[CH:28], predict the reactants needed to synthesize it.